Dataset: Reaction yield outcomes from USPTO patents with 853,638 reactions. Task: Predict the reaction yield, written as a fraction of the theoretical maximum amount of product (1.0 means a 100% yield; for example, 0.34 means a 34% yield). (1) The reactants are [Br:1][C:2]1[C:10]([Cl:11])=[CH:9][C:5]([C:6]([NH2:8])=[O:7])=[C:4]([N+:12]([O-])=O)[CH:3]=1. The catalyst is CC(O)=O.O.[Fe]. The product is [NH2:12][C:4]1[CH:3]=[C:2]([Br:1])[C:10]([Cl:11])=[CH:9][C:5]=1[C:6]([NH2:8])=[O:7]. The yield is 0.970. (2) The reactants are [O:1]1[C:5]2[CH:6]=[CH:7][CH:8]=[CH:9][C:4]=2[CH2:3][CH2:2]1.[N+:10]([O-])([OH:12])=[O:11]. The catalyst is C(O)(=O)C.ClCCl. The product is [N+:10]([C:8]1[CH:7]=[CH:6][C:5]2[O:1][CH2:2][CH2:3][C:4]=2[CH:9]=1)([O-:12])=[O:11]. The yield is 0.290. (3) The reactants are [CH3:1][O:2][C:3]1[CH:34]=[CH:33][C:6]([C:7]([NH:9][C:10]2[CH:15]=[CH:14][CH:13]=[CH:12][C:11]=2[N:16]2[CH:24](OCC)[C:23]3[CH:22]=[C:21]4[CH:28]=[CH:29][CH:30]=[CH:31][C:20]4=[CH:19][C:18]=3[C:17]2=[O:32])=[O:8])=[CH:5][CH:4]=1.C([SiH](CC)CC)C.FC(F)(F)C(O)=O. The catalyst is C(Cl)Cl. The product is [CH3:1][O:2][C:3]1[CH:4]=[CH:5][C:6]([C:7]([NH:9][C:10]2[CH:15]=[CH:14][CH:13]=[CH:12][C:11]=2[N:16]2[C:17](=[O:32])[C:18]3[CH:19]=[C:20]4[CH:31]=[CH:30][CH:29]=[CH:28][C:21]4=[CH:22][C:23]=3[CH2:24]2)=[O:8])=[CH:33][CH:34]=1. The yield is 0.950. (4) The reactants are C1(P(C2CCCCC2)C2C=CC=CC=2C2C(C(C)C)=CC(C(C)C)=CC=2C(C)C)CCCCC1.Br[C:36]1[CH:41]=[CH:40][C:39]([C:42]2[C:47]([F:48])=[CH:46][CH:45]=[CH:44][C:43]=2[F:49])=[CH:38][CH:37]=1.[Si:50]([O:57][C@H:58]([CH3:61])[CH2:59][NH2:60])([C:53]([CH3:56])([CH3:55])[CH3:54])([CH3:52])[CH3:51].C(=O)([O-])[O-].[Cs+].[Cs+]. The catalyst is C1(C)C=CC=CC=1.CCOC(C)=O.O.CC([O-])=O.CC([O-])=O.[Pd+2]. The product is [Si:50]([O:57][C@H:58]([CH3:61])[CH2:59][NH:60][C:36]1[CH:41]=[CH:40][C:39]([C:42]2[C:47]([F:48])=[CH:46][CH:45]=[CH:44][C:43]=2[F:49])=[CH:38][CH:37]=1)([C:53]([CH3:56])([CH3:55])[CH3:54])([CH3:52])[CH3:51]. The yield is 0.594. (5) The product is [CH3:1][C:2]1([C:4]2[CH:9]=[CH:8][C:7]([C:10]#[N:11])=[CH:6][CH:5]=2)[O:14][CH2:13][CH2:12][O:3]1. The reactants are [CH3:1][C:2]([C:4]1[CH:9]=[CH:8][C:7]([C:10]#[N:11])=[CH:6][CH:5]=1)=[O:3].[CH2:12](O)[CH2:13][OH:14].[B]. The catalyst is C1(C)C=CC=CC=1.C(OCC)(=O)C. The yield is 0.620. (6) The yield is 0.450. The reactants are [F:1][C:2]1[CH:10]=[CH:9][CH:8]=[C:7]([O:11][CH3:12])[C:3]=1[C:4](O)=O.[NH:13]([C:15](=[S:17])[NH2:16])[NH2:14].O=P(Cl)(Cl)Cl. The catalyst is O. The product is [F:1][C:2]1[CH:10]=[CH:9][CH:8]=[C:7]([O:11][CH3:12])[C:3]=1[C:4]1[S:17][C:15]([NH2:16])=[N:13][N:14]=1.